Dataset: Reaction yield outcomes from USPTO patents with 853,638 reactions. Task: Predict the reaction yield, written as a fraction of the theoretical maximum amount of product (1.0 means a 100% yield; for example, 0.34 means a 34% yield). (1) The yield is 0.710. The product is [CH:31]1([C@H:23]([NH:22][C:20]([C:19]2[CH:18]=[CH:17][C:16]([C:37]3[CH:42]=[CH:41][CH:40]=[CH:39][CH:38]=3)=[CH:15][C:14]=2[NH:13][C:11]([NH:10][C:3]2[C:2]([CH3:1])=[CH:7][C:6]([CH3:8])=[CH:5][C:4]=2[CH3:9])=[O:12])=[O:21])[C:24]([O:26][C:27]([CH3:29])([CH3:28])[CH3:30])=[O:25])[CH2:36][CH2:35][CH2:34][CH2:33][CH2:32]1. The reactants are [CH3:1][C:2]1[CH:7]=[C:6]([CH3:8])[CH:5]=[C:4]([CH3:9])[C:3]=1[N:10]=[C:11]=[O:12].[NH2:13][C:14]1[CH:15]=[C:16]([C:37]2[CH:42]=[CH:41][CH:40]=[CH:39][CH:38]=2)[CH:17]=[CH:18][C:19]=1[C:20]([NH:22][C@@H:23]([CH:31]1[CH2:36][CH2:35][CH2:34][CH2:33][CH2:32]1)[C:24]([O:26][C:27]([CH3:30])([CH3:29])[CH3:28])=[O:25])=[O:21].CCCCCC.C(OCC)(=O)C. The catalyst is N1C=CC=CC=1. (2) The product is [Cl:3][C:4]1[CH:5]=[C:6]([C:13]([CH3:20])([CH3:19])[C:14]([OH:16])=[O:15])[CH:7]=[CH:8][C:9]=1[N+:10]([O-:12])=[O:11]. The yield is 0.950. The reactants are [OH-].[K+].[Cl:3][C:4]1[CH:5]=[C:6]([C:13]([CH3:20])([CH3:19])[C:14]([O:16]CC)=[O:15])[CH:7]=[CH:8][C:9]=1[N+:10]([O-:12])=[O:11]. The catalyst is CO. (3) The reactants are Cl.O1CCOCC1.[NH2:8][C:9](=[O:45])[CH2:10][CH:11]([NH:19][C:20]([C:22]1([NH:37]C(=O)OC(C)(C)C)[CH2:27][CH2:26][N:25]([C:28]2[C:29]3[CH:36]=[CH:35][NH:34][C:30]=3[N:31]=[CH:32][N:33]=2)[CH2:24][CH2:23]1)=[O:21])[C:12]1[CH:17]=[CH:16][C:15]([Cl:18])=[CH:14][CH:13]=1. The catalyst is C(Cl)Cl. The product is [NH2:37][C:22]1([C:20]([NH:19][CH:11]([C:12]2[CH:17]=[CH:16][C:15]([Cl:18])=[CH:14][CH:13]=2)[CH2:10][C:9]([NH2:8])=[O:45])=[O:21])[CH2:27][CH2:26][N:25]([C:28]2[C:29]3[CH:36]=[CH:35][NH:34][C:30]=3[N:31]=[CH:32][N:33]=2)[CH2:24][CH2:23]1. The yield is 0.111. (4) The reactants are [C:1]1([CH:8]=[CH:7][C:5]([OH:6])=[CH:4][CH:3]=1)[OH:2].Br[CH2:10][CH:11]([CH2:16][CH3:17])[CH2:12][CH2:13][CH2:14][CH3:15].[OH-].[K+].[CH2:20]([CH:22]([CH2:25][CH2:26][CH2:27][CH3:28])[CH2:23]O)[CH3:21]. The catalyst is O. The product is [CH2:16]([CH:11]([CH2:12][CH2:13][CH2:14][CH3:15])[CH2:10][O:2][C:1]1[CH:8]=[CH:7][C:5]([O:6][CH2:23][CH:22]([CH2:20][CH3:21])[CH2:25][CH2:26][CH2:27][CH3:28])=[CH:4][CH:3]=1)[CH3:17]. The yield is 0.420. (5) The reactants are C[O:2][C:3]1[CH:4]=[N:5][CH:6]=[C:7]([C:9]2[CH:18]=[CH:17][C:16]3[C:11](=[CH:12][CH:13]=[C:14]([O:19]C)[CH:15]=3)[CH:10]=2)[CH:8]=1.[Cl-].[Cl-].[Cl-].[Al+3]. No catalyst specified. The product is [OH:19][C:14]1[CH:15]=[C:16]2[C:11](=[CH:12][CH:13]=1)[CH:10]=[C:9]([C:7]1[CH:8]=[C:3]([OH:2])[CH:4]=[N:5][CH:6]=1)[CH:18]=[CH:17]2. The yield is 0.0700. (6) The reactants are Cl[C:2]1[N:3]=[CH:4][C:5]2[CH:10]=[C:9]([C:11]([N:13]([CH3:15])[CH3:14])=[O:12])[N:8]([CH:16]3[CH2:21][CH2:20][CH2:19][O:18][CH2:17]3)[C:6]=2[N:7]=1.[NH2:22][C:23]1[CH:45]=[CH:44][C:26]([C:27]([N:29]2[CH2:35][CH:34]3[N:36]([C:37]([O:39][C:40]([CH3:43])([CH3:42])[CH3:41])=[O:38])[CH:31]([CH2:32][CH2:33]3)[CH2:30]2)=[O:28])=[CH:25][N:24]=1. No catalyst specified. The product is [CH3:14][N:13]([CH3:15])[C:11]([C:9]1[N:8]([CH:16]2[CH2:21][CH2:20][CH2:19][O:18][CH2:17]2)[C:6]2[N:7]=[C:2]([NH:22][C:23]3[CH:45]=[CH:44][C:26]([C:27]([N:29]4[CH2:30][CH:31]5[N:36]([C:37]([O:39][C:40]([CH3:41])([CH3:42])[CH3:43])=[O:38])[CH:34]([CH2:33][CH2:32]5)[CH2:35]4)=[O:28])=[CH:25][N:24]=3)[N:3]=[CH:4][C:5]=2[CH:10]=1)=[O:12]. The yield is 0.250. (7) The reactants are [CH2:1]([O:8][C:9]1[CH:18]=[C:17]2[C:12]([CH:13]=[C:14]([C:19]3([CH3:26])[NH:23]C(=O)N[C:20]3=[O:25])[CH:15]=[N:16]2)=[CH:11][CH:10]=1)[CH2:2][CH2:3][CH2:4][CH2:5][CH2:6][CH3:7].CC[OH:29].[OH-].[Na+].Cl. The catalyst is O. The product is [NH2:23][C:19]([C:14]1[CH:15]=[N:16][C:17]2[C:12]([CH:13]=1)=[CH:11][CH:10]=[C:9]([O:8][CH2:1][CH2:2][CH2:3][CH2:4][CH2:5][CH2:6][CH3:7])[CH:18]=2)([CH3:26])[C:20]([OH:25])=[O:29]. The yield is 0.800. (8) The reactants are [NH2:1][C@:2]12[CH2:37][CH2:36][C@@H:35]([C:38]([CH3:40])=[CH2:39])[C@@H:3]1[C@@H:4]1[C@@:17]([CH3:20])([CH2:18][CH2:19]2)[C@@:16]2([CH3:21])[C@@H:7]([C@:8]3([CH3:34])[C@@H:13]([CH2:14][CH2:15]2)[C:12]([CH3:23])([CH3:22])[C:11]([C:24]2[CH:33]=[CH:32][C:27]([C:28]([O:30][CH3:31])=[O:29])=[CH:26][CH:25]=2)=[CH:10][CH2:9]3)[CH2:6][CH2:5]1.[S:41]1[CH:45]=[CH:44][C:43]([CH:46]=O)=[CH:42]1.C(O[BH-](OC(=O)C)OC(=O)C)(=O)C.[Na+]. The catalyst is ClCCCl.CC(C)[O-].[Ti+4].CC(C)[O-].CC(C)[O-].CC(C)[O-]. The product is [CH3:20][C@:17]12[C@@:16]3([CH3:21])[C@@H:7]([C@:8]4([CH3:34])[C@@H:13]([CH2:14][CH2:15]3)[C:12]([CH3:22])([CH3:23])[C:11]([C:24]3[CH:25]=[CH:26][C:27]([C:28]([O:30][CH3:31])=[O:29])=[CH:32][CH:33]=3)=[CH:10][CH2:9]4)[CH2:6][CH2:5][C@@H:4]1[C@H:3]1[C@H:35]([C:38]([CH3:40])=[CH2:39])[CH2:36][CH2:37][C@:2]1([NH:1][CH2:46][C:43]1[CH:44]=[CH:45][S:41][CH:42]=1)[CH2:19][CH2:18]2. The yield is 0.910. (9) The reactants are [Cl:1][C:2]1[CH:17]=[CH:16][C:5]([C:6]([NH:8][C:9]2[C:10](Cl)=[N:11][CH:12]=[N:13][CH:14]=2)=O)=[CH:4][C:3]=1[C:18]#[N:19].COC1C=CC(P2(SP(C3C=CC(OC)=CC=3)(=S)S2)=[S:29])=CC=1. The catalyst is C1(C)C=CC=CC=1. The product is [Cl:1][C:2]1[CH:17]=[CH:16][C:5]([C:6]2[S:29][C:10]3[N:11]=[CH:12][N:13]=[CH:14][C:9]=3[N:8]=2)=[CH:4][C:3]=1[C:18]#[N:19]. The yield is 0.980.